This data is from Forward reaction prediction with 1.9M reactions from USPTO patents (1976-2016). The task is: Predict the product of the given reaction. (1) Given the reactants [NH2:1][C:2]1[C:7]([F:8])=[CH:6][N:5]([S:9]([C:12]2[CH:17]=[CH:16][C:15]([O:18][CH3:19])=[CH:14][CH:13]=2)(=[O:11])=[O:10])[C:4](=[O:20])[N:3]=1.[S:21]1[CH:25]=[CH:24][CH:23]=[C:22]1[CH2:26]O.C1(P(C2C=CC=CC=2)C2C=CC=CC=2)C=CC=CC=1.CCOC(/N=N/C(OCC)=O)=O, predict the reaction product. The product is: [F:8][C:7]1[C:2](=[NH:1])[N:3]([CH2:26][C:22]2[S:21][CH:25]=[CH:24][CH:23]=2)[C:4](=[O:20])[N:5]([S:9]([C:12]2[CH:13]=[CH:14][C:15]([O:18][CH3:19])=[CH:16][CH:17]=2)(=[O:10])=[O:11])[CH:6]=1. (2) Given the reactants [CH:1]1([N:4]2[CH:8]=[CH:7][C:6]([C:9]([OH:11])=O)=[N:5]2)[CH2:3][CH2:2]1.CCN=C=NCCCN(C)C.C1C=CC2N(O)N=NC=2C=1.CCN(C(C)C)C(C)C.[NH2:42][C@@H:43]([CH3:60])[CH2:44][N:45]1[CH:49]=[CH:48][C:47]([C:50]2[CH:57]=[C:56]([F:58])[C:53]([C:54]#[N:55])=[C:52]([Cl:59])[CH:51]=2)=[N:46]1, predict the reaction product. The product is: [Cl:59][C:52]1[CH:51]=[C:50]([C:47]2[CH:48]=[CH:49][N:45]([CH2:44][C@@H:43]([NH:42][C:9]([C:6]3[CH:7]=[CH:8][N:4]([CH:1]4[CH2:2][CH2:3]4)[N:5]=3)=[O:11])[CH3:60])[N:46]=2)[CH:57]=[C:56]([F:58])[C:53]=1[C:54]#[N:55]. (3) Given the reactants [NH2:1][C:2]1[N:3]=[CH:4][C:5]([C:8]2[C:9]([F:19])=[C:10]([OH:18])[C:11]([CH:14]3[CH2:17][CH2:16]C3)=[CH:12][CH:13]=2)=[N:6][CH:7]=1.[Br-].C1([Zn+])CC1, predict the reaction product. The product is: [NH2:1][C:2]1[N:3]=[CH:4][C:5]([C:8]2[C:9]([F:19])=[C:10]([OH:18])[C:11]([CH:14]3[CH2:17][CH2:16]3)=[CH:12][CH:13]=2)=[N:6][CH:7]=1.